Predict the reaction yield, written as a fraction of the theoretical maximum amount of product (1.0 means a 100% yield; for example, 0.34 means a 34% yield). From a dataset of Reaction yield outcomes from USPTO patents with 853,638 reactions. (1) The reactants are Cl.[Cl:2][C:3]1[CH:4]=[C:5]2[C:10](=[CH:11][CH:12]=1)[CH:9]=[C:8]([S:13][CH2:14][CH2:15][CH2:16][N:17]([CH3:32])[C:18]([CH:20]1[CH2:25][CH2:24][N:23]([C:26]3[CH:31]=[CH:30][N:29]=[CH:28][CH:27]=3)[CH2:22][CH2:21]1)=[O:19])[CH:7]=[CH:6]2.C1C=C(Cl)C=C(C(OO)=[O:41])C=1. The catalyst is CO. The product is [Cl:2][C:3]1[CH:4]=[C:5]2[C:10](=[CH:11][CH:12]=1)[CH:9]=[C:8]([S:13]([CH2:14][CH2:15][CH2:16][N:17]([CH3:32])[C:18]([CH:20]1[CH2:25][CH2:24][N:23]([C:26]3[CH:27]=[CH:28][N:29]=[CH:30][CH:31]=3)[CH2:22][CH2:21]1)=[O:19])=[O:41])[CH:7]=[CH:6]2. The yield is 0.470. (2) The reactants are [Cl:1][C:2]1[CH:7]=[C:6](C=O)[CH:5]=[CH:4][N:3]=1.CO.[CH3:12][O:13][CH:14](OC)[O:15][CH3:16].S(=O)(=O)(O)O. The catalyst is C1(C)C=CC=CC=1. The product is [CH3:12][O:13][CH:14]([O:15][CH3:16])[C:6]1[CH:5]=[CH:4][N:3]=[C:2]([Cl:1])[CH:7]=1. The yield is 0.990. (3) The reactants are [Cl:1][C:2]1[CH:3]=[C:4]([CH:8]=[CH:9][C:10]=1[C:11]1[CH:16]=[CH:15][C:14]([NH:17][C:18]([C:20]2[N:21]=[C:22]([C:29]3[CH:34]=[CH:33][CH:32]=[CH:31][CH:30]=3)[O:23][C:24]=2[C:25]([F:28])([F:27])[F:26])=[O:19])=[CH:13][N:12]=1)[C:5](O)=[O:6].[CH3:35][O:36][C:37](=[O:43])[C@@H:38]([NH2:42])[CH:39]([CH3:41])[CH3:40].ON1C2N=CC=CC=2N=N1.Cl.C(N=C=NCCCN(C)C)C. The catalyst is ClCCl. The product is [CH3:35][O:36][C:37](=[O:43])[CH:38]([NH:42][C:5](=[O:6])[C:4]1[CH:8]=[CH:9][C:10]([C:11]2[CH:16]=[CH:15][C:14]([NH:17][C:18]([C:20]3[N:21]=[C:22]([C:29]4[CH:30]=[CH:31][CH:32]=[CH:33][CH:34]=4)[O:23][C:24]=3[C:25]([F:27])([F:26])[F:28])=[O:19])=[CH:13][N:12]=2)=[C:2]([Cl:1])[CH:3]=1)[CH:39]([CH3:41])[CH3:40]. The yield is 0.660. (4) The reactants are CO[C:3](=[O:22])[C:4]1[CH:9]=[CH:8][C:7](/[CH:10]=[CH:11]/[C:12]2[C:13]([CH2:18][CH2:19][CH2:20][CH3:21])=[N:14][O:15][C:16]=2[CH3:17])=[N:6][CH:5]=1.[NH2:23][CH2:24][C:25]([CH3:28])([OH:27])[CH3:26]. No catalyst specified. The yield is 0.0700. The product is [CH2:18]([C:13]1[C:12](/[CH:11]=[CH:10]/[C:7]2[CH:8]=[CH:9][C:4]([C:3]([NH:23][CH2:24][C:25]([OH:27])([CH3:28])[CH3:26])=[O:22])=[CH:5][N:6]=2)=[C:16]([CH3:17])[O:15][N:14]=1)[CH2:19][CH2:20][CH3:21]. (5) The reactants are [F:1][C:2]([F:31])([F:30])[C:3]1[CH:4]=[C:5]([NH:13][C:14](SC)=[C:15]([S:18]([C:21]2[CH:26]=[CH:25][C:24]([Cl:27])=[CH:23][CH:22]=2)(=[O:20])=[O:19])[C:16]#[N:17])[CH:6]=[C:7]([C:9]([F:12])([F:11])[F:10])[CH:8]=1.[CH3:32][C:33]([NH2:37])([CH3:36])[CH2:34][CH3:35]. No catalyst specified. The product is [F:31][C:2]([F:30])([F:1])[C:3]1[CH:4]=[C:5]([NH:13][C:14]([NH:37][C:33]([CH3:36])([CH3:32])[CH2:34][CH3:35])=[C:15]([S:18]([C:21]2[CH:22]=[CH:23][C:24]([Cl:27])=[CH:25][CH:26]=2)(=[O:19])=[O:20])[C:16]#[N:17])[CH:6]=[C:7]([C:9]([F:11])([F:10])[F:12])[CH:8]=1. The yield is 0.0800.